Dataset: Full USPTO retrosynthesis dataset with 1.9M reactions from patents (1976-2016). Task: Predict the reactants needed to synthesize the given product. Given the product [S:17]1[CH:18]=[CH:19][CH:20]=[C:16]1[S:13]([N:11]1[CH2:10][CH2:9][N:8]([C:21]2[CH:22]=[CH:23][C:24]([C:27]([OH:33])([CH3:32])[C:28]([F:31])([F:30])[F:29])=[CH:25][CH:26]=2)[C@@H:7]([CH2:6][N:37]2[CH2:38][CH2:39][NH:34][C:35](=[O:40])[CH2:36]2)[CH2:12]1)(=[O:14])=[O:15], predict the reactants needed to synthesize it. The reactants are: CS(O[CH2:6][C@H:7]1[CH2:12][N:11]([S:13]([C:16]2[S:17][CH:18]=[CH:19][CH:20]=2)(=[O:15])=[O:14])[CH2:10][CH2:9][N:8]1[C:21]1[CH:26]=[CH:25][C:24]([C:27]([OH:33])([CH3:32])[C:28]([F:31])([F:30])[F:29])=[CH:23][CH:22]=1)(=O)=O.[NH:34]1[CH2:39][CH2:38][NH:37][CH2:36][C:35]1=[O:40].C(=O)([O-])[O-].[K+].[K+].